From a dataset of Catalyst prediction with 721,799 reactions and 888 catalyst types from USPTO. Predict which catalyst facilitates the given reaction. (1) Reactant: [Br:1][C:2]1[CH:3]=[C:4]([NH:8][C:9]([N:15]2[CH2:20][CH2:19][N:18]([C:21]3[C:22]4[C:29]([CH3:30])=[CH:28][NH:27][C:23]=4[N:24]=[CH:25][N:26]=3)[CH2:17][C@@H:16]2[CH3:31])=[N:10][S:11](=[O:14])(=[O:13])[NH2:12])[CH:5]=[CH:6][CH:7]=1.CO[CH:34](OC)[N:35]([CH3:37])[CH3:36]. Product: [Br:1][C:2]1[CH:3]=[C:4]([NH:8][C:9]([N:15]2[CH2:20][CH2:19][N:18]([C:21]3[C:22]4[C:29]([CH3:30])=[CH:28][NH:27][C:23]=4[N:24]=[CH:25][N:26]=3)[CH2:17][C@@H:16]2[CH3:31])=[N:10][S:11](=[O:14])(=[O:13])[N:12]=[CH:34][N:35]([CH3:37])[CH3:36])[CH:5]=[CH:6][CH:7]=1. The catalyst class is: 5. (2) Reactant: [CH:1]1([S:4]([C:7]2[CH:12]=[CH:11][C:10]([CH:13]([CH2:31][CH:32]3[CH2:37][CH2:36][O:35][CH2:34][CH2:33]3)[C:14](=O)[CH2:15][CH2:16][C:17]([C:19]3[N:20]=[CH:21][N:22]([CH2:24][C:25]([O:27][CH2:28][CH3:29])=[O:26])[CH:23]=3)=O)=[CH:9][CH:8]=2)(=[O:6])=[O:5])[CH2:3][CH2:2]1.C([O-])(=O)C.[NH4+:42].[OH-].[Na+]. Product: [CH:1]1([S:4]([C:7]2[CH:8]=[CH:9][C:10]([CH:13]([C:14]3[NH:42][C:17]([C:19]4[N:20]=[CH:21][N:22]([CH2:24][C:25]([O:27][CH2:28][CH3:29])=[O:26])[CH:23]=4)=[CH:16][CH:15]=3)[CH2:31][CH:32]3[CH2:33][CH2:34][O:35][CH2:36][CH2:37]3)=[CH:11][CH:12]=2)(=[O:6])=[O:5])[CH2:3][CH2:2]1. The catalyst class is: 15. (3) The catalyst class is: 5. Reactant: [C:1]([C:3]1[CH:8]=[C:7]([O:9][CH3:10])[C:6]([O:11][CH2:12][C:13]2[CH:18]=[CH:17][CH:16]=[C:15]([S:19]([CH2:27][CH3:28])(=[N:21][C:22]([O:24][CH2:25][CH3:26])=[O:23])=[O:20])[CH:14]=2)=[CH:5][C:4]=1[N:29]=[CH:30]N(C)C)#[N:2].[NH2:34][C:35]1[S:36][CH:37]=[CH:38][N:39]=1.ClCCl.CO. Product: [CH2:25]([O:24][C:22]([N:21]=[S:19]([CH2:27][CH3:28])([C:15]1[CH:16]=[CH:17][CH:18]=[C:13]([CH2:12][O:11][C:6]2[CH:5]=[C:4]3[C:3]([C:1]([NH:34][C:35]4[S:36][CH:37]=[CH:38][N:39]=4)=[N:2][CH:30]=[N:29]3)=[CH:8][C:7]=2[O:9][CH3:10])[CH:14]=1)=[O:20])=[O:23])[CH3:26]. (4) Reactant: [CH3:1][O:2][C:3]([C@@H:5]([N:13]1[CH2:21][C:17]2[CH:18]=[CH:19][S:20][C:16]=2[CH2:15][CH2:14]1)[C:6]1[CH:7]=[CH:8][CH:9]=[CH:10][C:11]=1[Cl:12])=[O:4].CO.C[Si](C)(C)[Cl:26]. Product: [CH3:1][O:2][C:3]([C@@H:5]([N:13]1[CH2:21][C:17]2[CH:18]=[CH:19][S:20][C:16]=2[CH2:15][CH2:14]1)[C:6]1[C:11]([Cl:12])=[CH:10][CH:9]=[CH:8][CH:7]=1)=[O:4].[ClH:26]. The catalyst class is: 11. (5) Reactant: [OH:1][CH2:2][C@@H:3]1[C@H:7]2[O:8][C:9]([CH3:12])([CH3:11])[O:10][C@H:6]2[C@H:5]([N:13]2[CH:18]=[CH:17][N:16]=[C:15]([C:19]([O:21][CH3:22])=[O:20])[C:14]2=[O:23])[O:4]1.[P:24]([O-])([O:34][CH2:35][C:36]1[CH:41]=[CH:40][CH:39]=[CH:38][CH:37]=1)([O:26][CH2:27][C:28]1[CH:33]=[CH:32][CH:31]=[CH:30][CH:29]=1)=[O:25].C1(P(C2C=CC=CC=2)C2C=CC=CC=2)C=CC=CC=1.N(C(OC(C)C)=O)=NC(OC(C)C)=O. Product: [CH2:27]([O:26][P:24]([O:1][CH2:2][C@@H:3]1[C@H:7]2[O:8][C:9]([CH3:12])([CH3:11])[O:10][C@H:6]2[C@H:5]([N:13]2[CH:18]=[CH:17][N:16]=[C:15]([C:19]([O:21][CH3:22])=[O:20])[C:14]2=[O:23])[O:4]1)([O:34][CH2:35][C:36]1[CH:41]=[CH:40][CH:39]=[CH:38][CH:37]=1)=[O:25])[C:28]1[CH:29]=[CH:30][CH:31]=[CH:32][CH:33]=1. The catalyst class is: 17. (6) Product: [Br:1][C:2]1[N:6]2[N:7]=[C:8]([C:11]3[CH:12]=[CH:13][C:14]([C:15]([N:54]4[CH2:53][CH2:52][N:51]([C:57]([O:59][C:60]([CH3:63])([CH3:62])[CH3:61])=[O:58])[CH2:56][CH2:55]4)=[O:17])=[CH:18][CH:19]=3)[CH:9]=[CH:10][C:5]2=[N:4][CH:3]=1. The catalyst class is: 18. Reactant: [Br:1][C:2]1[N:6]2[N:7]=[C:8]([C:11]3[CH:19]=[CH:18][C:14]([C:15]([OH:17])=O)=[CH:13][CH:12]=3)[CH:9]=[CH:10][C:5]2=[N:4][CH:3]=1.CN(C(ON1N=NC2C=CC=NC1=2)=[N+](C)C)C.F[P-](F)(F)(F)(F)F.CN1CCOCC1.[N:51]1([C:57]([O:59][C:60]([CH3:63])([CH3:62])[CH3:61])=[O:58])[CH2:56][CH2:55][NH:54][CH2:53][CH2:52]1.